From a dataset of Full USPTO retrosynthesis dataset with 1.9M reactions from patents (1976-2016). Predict the reactants needed to synthesize the given product. (1) Given the product [C:5]1([NH:11][C:12]([C:14]2[C:18]([I:20])=[CH:17][NH:16][N:15]=2)=[O:13])[CH:10]=[CH:9][CH:8]=[CH:7][CH:6]=1, predict the reactants needed to synthesize it. The reactants are: N([O-])=O.[Na+].[C:5]1([NH:11][C:12]([C:14]2[C:18](N)=[CH:17][NH:16][N:15]=2)=[O:13])[CH:10]=[CH:9][CH:8]=[CH:7][CH:6]=1.[I-:20].[K+]. (2) Given the product [O:5]1[CH2:6][CH2:7][CH:2]([O:1][C:15]2[CH:22]=[CH:21][C:18]([C:19]#[N:20])=[CH:17][C:16]=2[C:23]#[N:24])[CH2:3][CH2:4]1, predict the reactants needed to synthesize it. The reactants are: [OH:1][CH:2]1[CH2:7][CH2:6][O:5][CH2:4][CH2:3]1.CC(C)([O-])C.[K+].F[C:15]1[CH:22]=[CH:21][C:18]([C:19]#[N:20])=[CH:17][C:16]=1[C:23]#[N:24]. (3) Given the product [Br:1][C:2]1[CH:3]=[C:4]([NH2:11])[C:5]2[CH:6]=[N:7][N:8]([CH2:15][CH3:16])[C:9]=2[CH:10]=1, predict the reactants needed to synthesize it. The reactants are: [Br:1][C:2]1[CH:3]=[C:4]([NH2:11])[C:5]2[CH:6]=[N:7][NH:8][C:9]=2[CH:10]=1.[H-].[Na+].I[CH2:15][CH3:16]. (4) Given the product [Cl:1][C:2]1[C:7](=[O:8])[N:6]([C:9]2[CH:10]=[C:11]([CH:18]=[CH:19][C:20]=2[CH3:21])[C:12]([NH:14][CH2:15][C:16]([NH2:34])=[O:17])=[O:13])[C:5]([CH3:22])=[N:4][C:3]=1[O:23][CH2:24][C:25]1[CH:30]=[CH:29][C:28]([F:31])=[CH:27][C:26]=1[F:32], predict the reactants needed to synthesize it. The reactants are: [Cl:1][C:2]1[C:7](=[O:8])[N:6]([C:9]2[CH:10]=[C:11]([CH:18]=[CH:19][C:20]=2[CH3:21])[C:12]([NH:14][CH2:15][CH2:16][OH:17])=[O:13])[C:5]([CH3:22])=[N:4][C:3]=1[O:23][CH2:24][C:25]1[CH:30]=[CH:29][C:28]([F:31])=[CH:27][C:26]=1[F:32].Cl.[NH2:34]CC(N)=O.CN1CCOCC1. (5) The reactants are: [C@@H:1]12[CH2:6][C@@H:5]1[CH2:4][CH2:3][C:2]2=O.[C:8]([O:15][CH2:16][CH3:17])(=[O:14])[C:9](OCC)=O.CC([O-])(C)C.[K+].[NH:24]([C:26]1[CH:31]=[C:30]([I:32])[CH:29]=[CH:28][N:27]=1)[NH2:25].Cl. Given the product [CH2:16]([O:15][C:8]([C:9]1[C:3]2[CH2:4][C@H:5]3[CH2:6][C@H:1]3[C:2]=2[N:24]([C:26]2[CH:31]=[C:30]([I:32])[CH:29]=[CH:28][N:27]=2)[N:25]=1)=[O:14])[CH3:17], predict the reactants needed to synthesize it. (6) Given the product [Cl:1][C:2]1[CH:26]=[C:25]([Cl:27])[CH:24]=[CH:23][C:3]=1[CH2:4][O:5][C:6]1[C:17]([CH3:18])=[C:16]([O:19][CH2:20][O:21][CH3:22])[CH:15]=[CH:14][C:7]=1[CH:8]=[O:9], predict the reactants needed to synthesize it. The reactants are: [Cl:1][C:2]1[CH:26]=[C:25]([Cl:27])[CH:24]=[CH:23][C:3]=1[CH2:4][O:5][C:6]1[C:17]([CH3:18])=[C:16]([O:19][CH2:20][O:21][CH3:22])[CH:15]=[CH:14][C:7]=1[C:8](N(OC)C)=[O:9].[H-].C([Al+]CC(C)C)C(C)C.[Cl-].[NH4+].